Task: Predict the product of the given reaction.. Dataset: Forward reaction prediction with 1.9M reactions from USPTO patents (1976-2016) (1) Given the reactants C(O[C:6]([N:8]1[CH2:13][CH2:12][N:11]2[C:14](=[O:23])[N:15]([CH2:18][C:19]([F:22])([F:21])[F:20])[C:16](=[O:17])[C@:10]2([CH2:24][C:25]2[CH:30]=[CH:29][CH:28]=[CH:27][N:26]=2)[CH2:9]1)=[O:7])(C)(C)C.[CH2:31]([O:38][CH2:39][CH:40]([NH:44][C:45](=[O:57])[C:46]([NH:49][C:50]([O:52][C:53]([CH3:56])([CH3:55])[CH3:54])=[O:51])([CH3:48])[CH3:47])C(O)=O)[C:32]1[CH:37]=[CH:36][CH:35]=[CH:34][CH:33]=1.CCCP1(OP(CCC)(=O)OP(CCC)(=O)O1)=O, predict the reaction product. The product is: [C:53]([O:52][C:50](=[O:51])[NH:49][C:46]([C:45](=[O:57])[NH:44][C@H:40]([CH2:39][O:38][CH2:31][C:32]1[CH:37]=[CH:36][CH:35]=[CH:34][CH:33]=1)[C:6]([N:8]1[CH2:13][CH2:12][N:11]2[C:14](=[O:23])[N:15]([CH2:18][C:19]([F:20])([F:21])[F:22])[C:16](=[O:17])[C@:10]2([CH2:24][C:25]2[CH:30]=[CH:29][CH:28]=[CH:27][N:26]=2)[CH2:9]1)=[O:7])([CH3:48])[CH3:47])([CH3:54])([CH3:55])[CH3:56]. (2) Given the reactants [Cl:1][C:2]1[CH:7]=[CH:6][C:5]([NH:8][C:9]([NH:11][C:12]2[CH:17]=[CH:16][CH:15]=[C:14]([C:18]3[CH:23]=[CH:22][CH:21]=[C:20]([N:24]4[CH2:28][CH2:27][CH2:26][CH2:25]4)[N:19]=3)[CH:13]=2)=[O:10])=[C:4](C#CCCOC2CCCCO2)[CH:3]=1.ClC1C=CC(NC(NC2C=CC=C(C3C=CC=C(N4CCCC4)N=3)C=2)=O)=CC=1I.[CH2:69]([O:73][CH:74]1[CH2:79][CH2:78][CH2:77][CH2:76][O:75]1)[CH2:70][C:71]#[CH:72], predict the reaction product. The product is: [Cl:1][C:2]1[CH:7]=[CH:6][C:5]([NH:8][C:9]([NH:11][C:12]2[CH:17]=[CH:16][CH:15]=[C:14]([C:18]3[CH:23]=[CH:22][CH:21]=[C:20]([N:24]4[CH2:25][CH2:26][CH2:27][CH2:28]4)[N:19]=3)[CH:13]=2)=[O:10])=[CH:4][C:3]=1[C:72]#[C:71][CH2:70][CH2:69][O:73][CH:74]1[CH2:79][CH2:78][CH2:77][CH2:76][O:75]1.